From a dataset of NCI-60 drug combinations with 297,098 pairs across 59 cell lines. Regression. Given two drug SMILES strings and cell line genomic features, predict the synergy score measuring deviation from expected non-interaction effect. (1) Drug 1: C1=CC(=CC=C1CCC2=CNC3=C2C(=O)NC(=N3)N)C(=O)NC(CCC(=O)O)C(=O)O. Cell line: HCT116. Drug 2: CC12CCC3C(C1CCC2O)C(CC4=C3C=CC(=C4)O)CCCCCCCCCS(=O)CCCC(C(F)(F)F)(F)F. Synergy scores: CSS=49.0, Synergy_ZIP=2.82, Synergy_Bliss=2.07, Synergy_Loewe=-8.11, Synergy_HSA=2.73. (2) Drug 1: CC1=CC=C(C=C1)C2=CC(=NN2C3=CC=C(C=C3)S(=O)(=O)N)C(F)(F)F. Drug 2: CC1=C2C(C(=O)C3(C(CC4C(C3C(C(C2(C)C)(CC1OC(=O)C(C(C5=CC=CC=C5)NC(=O)OC(C)(C)C)O)O)OC(=O)C6=CC=CC=C6)(CO4)OC(=O)C)O)C)O. Cell line: HCT116. Synergy scores: CSS=27.9, Synergy_ZIP=25.6, Synergy_Bliss=23.1, Synergy_Loewe=16.6, Synergy_HSA=13.2. (3) Drug 1: CC1=C2C(C(=O)C3(C(CC4C(C3C(C(C2(C)C)(CC1OC(=O)C(C(C5=CC=CC=C5)NC(=O)OC(C)(C)C)O)O)OC(=O)C6=CC=CC=C6)(CO4)OC(=O)C)O)C)O. Drug 2: C(CCl)NC(=O)N(CCCl)N=O. Cell line: PC-3. Synergy scores: CSS=15.8, Synergy_ZIP=-3.54, Synergy_Bliss=-0.552, Synergy_Loewe=-11.3, Synergy_HSA=2.29. (4) Drug 1: CCCCC(=O)OCC(=O)C1(CC(C2=C(C1)C(=C3C(=C2O)C(=O)C4=C(C3=O)C=CC=C4OC)O)OC5CC(C(C(O5)C)O)NC(=O)C(F)(F)F)O. Drug 2: CC12CCC3C(C1CCC2OP(=O)(O)O)CCC4=C3C=CC(=C4)OC(=O)N(CCCl)CCCl.[Na+]. Cell line: NCI-H522. Synergy scores: CSS=67.9, Synergy_ZIP=-9.33, Synergy_Bliss=-14.7, Synergy_Loewe=-33.2, Synergy_HSA=-11.4.